This data is from Full USPTO retrosynthesis dataset with 1.9M reactions from patents (1976-2016). The task is: Predict the reactants needed to synthesize the given product. (1) Given the product [CH2:1]([C:3]1[C:11]([F:12])=[C:10]([S:26]([CH2:31][CH2:32][OH:33])(=[O:28])=[O:25])[CH:9]=[CH:8][C:4]=1[C:5]([OH:7])=[O:6])[CH3:2], predict the reactants needed to synthesize it. The reactants are: [CH2:1]([C:3]1[C:11]([F:12])=[C:10](SCCO)[CH:9]=[CH:8][C:4]=1[C:5]([OH:7])=[O:6])[CH3:2].[OH-].[Na+].C([O-])(O)=O.[Na+].O[O:25][S:26]([O-:28])=O.[K+].Cl.[CH3:31][C:32](C)=[O:33]. (2) Given the product [NH2:1][C@@H:2]1[C@@H:6]([OH:7])[CH2:5][N:4]([C:8]2[CH:27]=[CH:26][C:11]([C:12]([NH:14][C:15]3[CH:20]=[CH:19][C:18]([O:21][C:22]([Cl:25])([F:24])[F:23])=[CH:17][CH:16]=3)=[O:13])=[CH:10][C:9]=2[C:34]2[CH:33]=[N:32][CH:31]=[C:30]([F:29])[CH:35]=2)[CH2:3]1, predict the reactants needed to synthesize it. The reactants are: [NH2:1][C@@H:2]1[C@@H:6]([OH:7])[CH2:5][N:4]([C:8]2[CH:27]=[CH:26][C:11]([C:12]([NH:14][C:15]3[CH:20]=[CH:19][C:18]([O:21][C:22]([Cl:25])([F:24])[F:23])=[CH:17][CH:16]=3)=[O:13])=[CH:10][C:9]=2Br)[CH2:3]1.[F:29][C:30]1[CH:31]=[N:32][CH:33]=[C:34](B2OC(C)(C)C(C)(C)O2)[CH:35]=1.C([O-])([O-])=O.[Na+].[Na+].COCCOC. (3) Given the product [O:4]1[C:3]2[CH:5]=[CH:6][CH:7]=[CH:8][C:2]=2[C:1](=[O:9])[NH:10][C:21]1=[O:22], predict the reactants needed to synthesize it. The reactants are: [C:1]([NH2:10])(=[O:9])[C:2]1[C:3](=[CH:5][CH:6]=[CH:7][CH:8]=1)[OH:4].N1C=CC=CC=1.C(#N)C.Cl[C:21](OCC)=[O:22]. (4) Given the product [OH:46][C:43]1[CH:44]=[CH:45][C:40]([S:39][C:13]2[CH:14]=[CH:15][C:10]([N:8]3[CH:9]=[C:5]([NH:4][C:2]([NH2:1])=[O:3])[C:6]([C:17](=[O:18])[NH2:19])=[N:7]3)=[CH:11][CH:12]=2)=[CH:41][CH:42]=1, predict the reactants needed to synthesize it. The reactants are: [NH2:1][C:2]([NH:4][C:5]1[C:6]([C:17]([NH2:19])=[O:18])=[N:7][N:8]([C:10]2[CH:15]=[CH:14][C:13](I)=[CH:12][CH:11]=2)[CH:9]=1)=[O:3].NC(NC1C(C(N)=O)=NN(C2C=CC(Br)=CC=2)C=1)=O.[SH:39][C:40]1[CH:45]=[CH:44][C:43]([OH:46])=[CH:42][CH:41]=1.C([O-])(=O)C.[Cs+].[O-]C#N.[Na+]. (5) Given the product [N+:1]([C:4]1[CH:5]=[CH:6][C:7]([N:10]2[CH2:19][CH2:18][C:13]3([CH2:16][CH:15]([C:30]#[N:31])[CH2:14]3)[CH2:12][CH2:11]2)=[N:8][CH:9]=1)([O-:3])=[O:2], predict the reactants needed to synthesize it. The reactants are: [N+:1]([C:4]1[CH:5]=[CH:6][C:7]([N:10]2[CH2:19][CH2:18][C:13]3([CH2:16][C:15](=O)[CH2:14]3)[CH2:12][CH2:11]2)=[N:8][CH:9]=1)([O-:3])=[O:2].CC1C=CC(S([CH2:30][N+:31]#[C-])(=O)=O)=CC=1.CC([O-])(C)C.[K+].C(O)(C)(C)C. (6) Given the product [F:1][C:2]1[CH:3]=[C:4]([CH2:11][C:12]([CH3:18])([CH3:19])[C:13]([O:15][CH2:16][CH3:17])=[O:14])[CH:5]=[C:6]([F:10])[C:7]=1[O:8][CH3:9], predict the reactants needed to synthesize it. The reactants are: [F:1][C:2]1[CH:3]=[C:4]([CH:11](O)[C:12]([CH3:19])([CH3:18])[C:13]([O:15][CH2:16][CH3:17])=[O:14])[CH:5]=[C:6]([F:10])[C:7]=1[O:8][CH3:9].C([SiH](CC)CC)C.B(F)(F)F.CCOCC. (7) Given the product [CH3:1][C:2]1([CH3:26])[CH2:11][CH2:10][C:9]([CH3:12])([CH3:13])[C:8]2[CH:7]=[C:6]([C:14]3[N:15]=[C:16]([N:19]4[CH2:24][CH2:23][CH2:22][CH:21]([NH:25][CH2:28][CH2:29][CH2:30][OH:31])[CH2:20]4)[S:17][CH:18]=3)[CH:5]=[CH:4][C:3]1=2, predict the reactants needed to synthesize it. The reactants are: [CH3:1][C:2]1([CH3:26])[CH2:11][CH2:10][C:9]([CH3:13])([CH3:12])[C:8]2[CH:7]=[C:6]([C:14]3[N:15]=[C:16]([N:19]4[CH2:24][CH2:23][CH2:22][CH:21]([NH2:25])[CH2:20]4)[S:17][CH:18]=3)[CH:5]=[CH:4][C:3]1=2.Cl[CH2:28][CH2:29][CH2:30][OH:31].Cl.